The task is: Predict which catalyst facilitates the given reaction.. This data is from Catalyst prediction with 721,799 reactions and 888 catalyst types from USPTO. (1) Reactant: [Br:1][C:2]1[CH:3]=[C:4]2[C:8](=[CH:9][CH:10]=1)[N:7]([C@@H:11]1[CH2:16][C@H:15]([CH3:17])[CH2:14][CH2:13][C@H:12]1[CH:18]([CH3:20])[CH3:19])[C:6]1[CH2:21][CH:22]3[NH:26][CH:25]([C:5]2=1)[CH2:24][CH2:23]3.C([O-])([O-])=O.[K+].[K+].[C:33](O[C:33]([O:35][C:36]([CH3:39])([CH3:38])[CH3:37])=[O:34])([O:35][C:36]([CH3:39])([CH3:38])[CH3:37])=[O:34]. Product: [Br:1][C:2]1[CH:10]=[CH:9][C:8]2[N:7]([C@@H:11]3[CH2:16][C@H:15]([CH3:17])[CH2:14][CH2:13][C@H:12]3[CH:18]([CH3:19])[CH3:20])[C:6]3[CH2:21][CH:22]4[NH:26][CH:25]([C:5]=3[C:4]=2[C:3]=1[C:33]([O:35][C:36]([CH3:39])([CH3:38])[CH3:37])=[O:34])[CH2:24][CH2:23]4. The catalyst class is: 252. (2) Reactant: [Br:1][C:2]1[CH:3]=[C:4]([CH:7]=[C:8]([Br:10])[CH:9]=1)[CH2:5][OH:6].[C:11]([Si:15]([CH3:18])([CH3:17])Cl)([CH3:14])([CH3:13])[CH3:12].N1C=CN=C1. Product: [Br:1][C:2]1[CH:3]=[C:4]([CH:7]=[C:8]([Br:10])[CH:9]=1)[CH2:5][O:6][Si:15]([C:11]([CH3:14])([CH3:13])[CH3:12])([CH3:18])[CH3:17]. The catalyst class is: 215. (3) Reactant: [CH3:1][O:2][C:3](=[O:13])[C:4]1[CH:9]=[CH:8][C:7]([NH2:10])=[C:6]([O:11][CH3:12])[CH:5]=1.CCN(CC)CC.[Cl:21][C:22]1[CH:30]=[CH:29][C:28]([F:31])=[CH:27][C:23]=1[C:24](Cl)=[O:25]. Product: [CH3:1][O:2][C:3](=[O:13])[C:4]1[CH:9]=[CH:8][C:7]([NH:10][C:24](=[O:25])[C:23]2[CH:27]=[C:28]([F:31])[CH:29]=[CH:30][C:22]=2[Cl:21])=[C:6]([O:11][CH3:12])[CH:5]=1. The catalyst class is: 2.